From a dataset of Forward reaction prediction with 1.9M reactions from USPTO patents (1976-2016). Predict the product of the given reaction. (1) Given the reactants [NH2:1][C:2]1[N:7]=[C:6](Cl)[CH:5]=[C:4]([CH3:9])[N:3]=1.[NH2:10][CH2:11][CH2:12][C:13]([NH:15][C:16]1[CH:17]=[C:18]2[C:23](=[CH:24][CH:25]=1)[N:22]=[C:21]([CH3:26])[CH:20]=[C:19]2[NH2:27])=[O:14].C(N(C(C)C)CC)(C)C, predict the reaction product. The product is: [NH2:1][C:2]1[N:7]=[C:6]([NH:10][CH2:11][CH2:12][C:13]([NH:15][C:16]2[CH:17]=[C:18]3[C:23](=[CH:24][CH:25]=2)[N:22]=[C:21]([CH3:26])[CH:20]=[C:19]3[NH2:27])=[O:14])[CH:5]=[C:4]([CH3:9])[N:3]=1. (2) Given the reactants [N:1]1[CH:6]=[CH:5][CH:4]=[N:3][C:2]=1[N:7]1[CH2:12][C:11]2([CH2:17][CH2:16][N:15]([C:18]([O:20][C:21]([CH3:24])([CH3:23])[CH3:22])=[O:19])[CH2:14][CH2:13]2)[O:10][CH:9]([CH2:25][O:26]S(C2C=CC(C)=CC=2)(=O)=O)[CH2:8]1.[CH3:37][O-].[Na+], predict the reaction product. The product is: [CH3:37][O:26][CH2:25][CH:9]1[O:10][C:11]2([CH2:13][CH2:14][N:15]([C:18]([O:20][C:21]([CH3:23])([CH3:22])[CH3:24])=[O:19])[CH2:16][CH2:17]2)[CH2:12][N:7]([C:2]2[N:1]=[CH:6][CH:5]=[CH:4][N:3]=2)[CH2:8]1. (3) Given the reactants Br[C:2]1[N:6]([CH:7]([CH3:9])[CH3:8])[C:5]2[CH:10]([C:31]3[CH:38]=[CH:37][C:34]([C:35]#[N:36])=[C:33]([F:39])[CH:32]=3)[N:11]([C:14]3[C:15](=[O:30])[N:16](CC4C=CC(OC)=CC=4)[CH:17]=[C:18]([Cl:20])[CH:19]=3)[C:12](=[O:13])[C:4]=2[CH:3]=1.[CH3:40][O:41][C:42]1[N:47]=[C:46]([O:48][CH3:49])[C:45](B(O)O)=[CH:44][N:43]=1.BrC1N(C(C)C)C2C(C3C=CC(C#N)=CC=3)N(C3C(=O)N(CC4C=CC(OC)=CC=4)C=C(Cl)C=3)C(=O)C=2C=1.COC1C(B2OC(C)(C)C(C)(C)O2)=CN=C(N)N=1, predict the reaction product. The product is: [Cl:20][C:18]1[CH:19]=[C:14]([N:11]2[C:12](=[O:13])[C:4]3[CH:3]=[C:2]([C:45]4[C:46]([O:48][CH3:49])=[N:47][C:42]([O:41][CH3:40])=[N:43][CH:44]=4)[N:6]([CH:7]([CH3:8])[CH3:9])[C:5]=3[CH:10]2[C:31]2[CH:38]=[CH:37][C:34]([C:35]#[N:36])=[C:33]([F:39])[CH:32]=2)[C:15](=[O:30])[NH:16][CH:17]=1. (4) Given the reactants C(S[C:4]1[S:5][C:6](=[CH:10][C:11]2[CH:12]=[C:13]3[C:17](=[CH:18][CH:19]=2)[N:16]([CH2:20][C:21]2[CH:26]=[CH:25][C:24]([C:27]([OH:30])([CH3:29])[CH3:28])=[CH:23][C:22]=2[C:31]([F:34])([F:33])[F:32])[N:15]=[CH:14]3)[C:7](=[O:9])[N:8]=1)C.[CH3:35][C@@H:36]1[CH2:41][NH:40][CH2:39][C@H:38]([CH3:42])[NH:37]1, predict the reaction product. The product is: [CH3:35][C@H:36]1[NH:37][C@@H:38]([CH3:42])[CH2:39][N:40]([C:4]2[S:5][C:6](=[CH:10][C:11]3[CH:12]=[C:13]4[C:17](=[CH:18][CH:19]=3)[N:16]([CH2:20][C:21]3[CH:26]=[CH:25][C:24]([C:27]([OH:30])([CH3:28])[CH3:29])=[CH:23][C:22]=3[C:31]([F:32])([F:33])[F:34])[N:15]=[CH:14]4)[C:7](=[O:9])[N:8]=2)[CH2:41]1. (5) Given the reactants [Cl:1][C:2]1[CH:10]=[CH:9][C:5](C(O)=O)=[CH:4][C:3]=1[S:11]([OH:13])=[O:12].[C:14](=[O:17])([O-])[O-].[K+].[K+].CN(C)[CH:22]=[O:23].[CH3:25]I, predict the reaction product. The product is: [CH3:14][O:17][C:22](=[O:23])[C:5]1[CH:9]=[CH:10][C:2]([Cl:1])=[C:3]([S:11]([CH3:25])(=[O:12])=[O:13])[CH:4]=1. (6) Given the reactants [NH2:1][CH:2]1[CH2:7][CH2:6][CH2:5][CH:4]([C:8]([OH:10])=[O:9])[CH2:3]1.[OH-].[Na+].O1CCOCC1.[C:19](O[C:19]([O:21][C:22]([CH3:25])([CH3:24])[CH3:23])=[O:20])([O:21][C:22]([CH3:25])([CH3:24])[CH3:23])=[O:20], predict the reaction product. The product is: [C:22]([O:21][C:19]([NH:1][CH:2]1[CH2:7][CH2:6][CH2:5][CH:4]([C:8]([OH:10])=[O:9])[CH2:3]1)=[O:20])([CH3:25])([CH3:24])[CH3:23]. (7) The product is: [Cl:16][C:13]1[CH:14]=[CH:15][C:8]2[O:7][C:6]([CH3:17])([C:4]([OH:5])=[O:3])[CH2:11][NH:10][C:9]=2[CH:12]=1. Given the reactants C([O:3][C:4]([C:6]1([CH3:17])[CH2:11][NH:10][C:9]2[CH:12]=[C:13]([Cl:16])[CH:14]=[CH:15][C:8]=2[O:7]1)=[O:5])C.[Li+].[OH-], predict the reaction product. (8) Given the reactants [F:1][C:2]1[CH:7]=[CH:6][C:5]([N:8]=[C:9]=[O:10])=[CH:4][CH:3]=1.[O:11]1[CH2:16][CH2:15][N:14]([CH2:17][CH2:18][CH2:19][O:20][C:21]2[CH:22]=[C:23]([CH:25]=[CH:26][CH:27]=2)[NH2:24])[CH2:13][CH2:12]1, predict the reaction product. The product is: [F:1][C:2]1[CH:7]=[CH:6][C:5]([NH:8][C:9]([NH:24][C:23]2[CH:25]=[CH:26][CH:27]=[C:21]([O:20][CH2:19][CH2:18][CH2:17][N:14]3[CH2:13][CH2:12][O:11][CH2:16][CH2:15]3)[CH:22]=2)=[O:10])=[CH:4][CH:3]=1. (9) Given the reactants [C:1]([C:3]1[CH:4]=[C:5]2[C:10](=[CH:11][C:12]=1[O:13][C:14]1[CH:22]=[CH:21][C:17]([C:18]([OH:20])=O)=[CH:16][CH:15]=1)[O:9][CH2:8][CH2:7][CH:6]2[C:23]([O:25][CH3:26])=[O:24])#[N:2].C(Cl)(=O)C(Cl)=O.[Cl:33][C:34]1[CH:42]=[CH:41][C:37]([CH2:38][O:39][NH2:40])=[CH:36][CH:35]=1.C(N(CC)C(C)C)(C)C, predict the reaction product. The product is: [Cl:33][C:34]1[CH:42]=[CH:41][C:37]([CH2:38][O:39][NH:40][C:18]([C:17]2[CH:21]=[CH:22][C:14]([O:13][C:12]3[CH:11]=[C:10]4[C:5]([CH:6]([C:23]([O:25][CH3:26])=[O:24])[CH2:7][CH2:8][O:9]4)=[CH:4][C:3]=3[C:1]#[N:2])=[CH:15][CH:16]=2)=[O:20])=[CH:36][CH:35]=1. (10) Given the reactants CON(C)[C:4]([C:6]1[CH:11]=[CH:10][CH:9]=[CH:8][N:7]=1)=[O:5].[F:13][C:14]([F:25])([F:24])[O:15][C:16]1[CH:21]=[CH:20][C:19]([Mg]Br)=[CH:18][CH:17]=1.O1CCCC1.[Cl-].[NH4+], predict the reaction product. The product is: [N:7]1[CH:8]=[CH:9][CH:10]=[CH:11][C:6]=1[C:4]([C:19]1[CH:18]=[CH:17][C:16]([O:15][C:14]([F:13])([F:24])[F:25])=[CH:21][CH:20]=1)=[O:5].